From a dataset of Forward reaction prediction with 1.9M reactions from USPTO patents (1976-2016). Predict the product of the given reaction. Given the reactants [CH3:1][S:2]([O:5][CH2:6][CH2:7][C:8]([CH3:11])([CH3:10])[CH3:9])(=[O:4])=[O:3].[C:12]1([P:18]([C:25]2[CH:30]=[CH:29][CH:28]=[CH:27][CH:26]=2)[C:19]2[CH:24]=[CH:23][CH:22]=[CH:21][CH:20]=2)[CH:17]=[CH:16][CH:15]=[CH:14][CH:13]=1, predict the reaction product. The product is: [CH3:1][S:2]([O-:5])(=[O:4])=[O:3].[CH3:9][C:8]([CH3:11])([CH3:10])[CH2:7][CH2:6][P+:18]([C:19]1[CH:20]=[CH:21][CH:22]=[CH:23][CH:24]=1)([C:25]1[CH:30]=[CH:29][CH:28]=[CH:27][CH:26]=1)[C:12]1[CH:13]=[CH:14][CH:15]=[CH:16][CH:17]=1.